Predict the reactants needed to synthesize the given product. From a dataset of Full USPTO retrosynthesis dataset with 1.9M reactions from patents (1976-2016). (1) Given the product [CH2:1]([C:3]1[CH:4]=[C:5]2[C:10](=[CH:11][C:12]=1[O:13][CH3:27])[O:9][CH:8]=[C:7]([C:14]1[CH:23]=[CH:22][C:21]3[C:16](=[CH:17][CH:18]=[CH:19][CH:20]=3)[CH:15]=1)[C:6]2=[O:24])[CH3:2], predict the reactants needed to synthesize it. The reactants are: [CH2:1]([C:3]1[CH:4]=[C:5]2[C:10](=[CH:11][C:12]=1[OH:13])[O:9][CH:8]=[C:7]([C:14]1[CH:23]=[CH:22][C:21]3[C:16](=[CH:17][CH:18]=[CH:19][CH:20]=3)[CH:15]=1)[C:6]2=[O:24])[CH3:2].IC.[C:27](=O)([O-])[O-].[K+].[K+]. (2) Given the product [CH:1]1([N:6]2[C:15]3[C:10](=[CH:11][C:12]([F:16])=[CH:13][CH:14]=3)[N:9]([C:17](=[O:26])[C:18]3[CH:19]=[CH:20][C:21]([OH:24])=[CH:22][CH:23]=3)[C@H:8]([CH2:27][CH3:28])[C:7]2=[O:29])[CH2:2][CH2:3][CH2:4][CH2:5]1, predict the reactants needed to synthesize it. The reactants are: [CH:1]1([N:6]2[C:15]3[C:10](=[CH:11][C:12]([F:16])=[CH:13][CH:14]=3)[N:9]([C:17](=[O:26])[C:18]3[CH:23]=[CH:22][C:21]([O:24]C)=[CH:20][CH:19]=3)[C@H:8]([CH2:27][CH3:28])[C:7]2=[O:29])[CH2:5][CH2:4][CH2:3][CH2:2]1.C([C@H]1N(C(=O)C2C=CC(O)=CC=2)C2C(=CC(F)=CC=2)N(C)C1=O)C. (3) Given the product [F:16][C:10]([F:17])([C:2]1[CH:7]=[CH:6][C:5]([F:8])=[CH:4][N:3]=1)[C:11]([O:13][CH2:14][CH3:15])=[O:12], predict the reactants needed to synthesize it. The reactants are: Br[C:2]1[CH:7]=[CH:6][C:5]([F:8])=[CH:4][N:3]=1.Br[C:10]([F:17])([F:16])[C:11]([O:13][CH2:14][CH3:15])=[O:12].O.O.O.P([O-])([O-])(O)=O.[K+].[K+]. (4) Given the product [Cl:17][C:9]1[CH:10]=[C:11]([C:13]([F:16])([F:15])[F:14])[CH:12]=[C:7]([CH:18]2[CH2:23][CH2:22][CH2:21][CH2:20][CH2:19]2)[N:8]=1, predict the reactants needed to synthesize it. The reactants are: O1CCCC1.Cl[C:7]1[CH:12]=[C:11]([C:13]([F:16])([F:15])[F:14])[CH:10]=[C:9]([Cl:17])[N:8]=1.[CH:18]1([Mg]Br)[CH2:23][CH2:22][CH2:21][CH2:20][CH2:19]1.